Task: Regression. Given a peptide amino acid sequence and an MHC pseudo amino acid sequence, predict their binding affinity value. This is MHC class II binding data.. Dataset: Peptide-MHC class II binding affinity with 134,281 pairs from IEDB (1) The peptide sequence is EPMVEERVVSTSDAV. The MHC is DRB1_0101 with pseudo-sequence DRB1_0101. The binding affinity (normalized) is 0.118. (2) The peptide sequence is AYHFKDPQYPVWELT. The MHC is DRB1_0405 with pseudo-sequence DRB1_0405. The binding affinity (normalized) is 0.263. (3) The peptide sequence is RLTYQWHKEGSSIGK. The MHC is DRB3_0101 with pseudo-sequence DRB3_0101. The binding affinity (normalized) is 0.324. (4) The peptide sequence is YNTDGSTDYGILQINSR. The MHC is HLA-DQA10101-DQB10501 with pseudo-sequence HLA-DQA10101-DQB10501. The binding affinity (normalized) is 0. (5) The peptide sequence is DWVDGSRGYRLQRKI. The MHC is DRB1_0101 with pseudo-sequence DRB1_0101. The binding affinity (normalized) is 0.703. (6) The peptide sequence is EKKYFAATQFEPLHA. The MHC is DRB1_0101 with pseudo-sequence DRB1_0101. The binding affinity (normalized) is 0.545. (7) The peptide sequence is PAEARKVCYNAVLTH. The MHC is DRB1_0901 with pseudo-sequence DRB1_0901. The binding affinity (normalized) is 0.137. (8) The peptide sequence is GWYLVAATAAAATLR. The MHC is DRB1_0301 with pseudo-sequence DRB1_0301. The binding affinity (normalized) is 0.209. (9) The peptide sequence is KKMVALTLTSYLGLTQP. The MHC is DRB1_0404 with pseudo-sequence DRB1_0404. The binding affinity (normalized) is 0.738.